From a dataset of HIV replication inhibition screening data with 41,000+ compounds from the AIDS Antiviral Screen. Binary Classification. Given a drug SMILES string, predict its activity (active/inactive) in a high-throughput screening assay against a specified biological target. The result is 0 (inactive). The compound is C=CCN(CC=C)c1nc(Cl)nc(Cl)n1.